This data is from Forward reaction prediction with 1.9M reactions from USPTO patents (1976-2016). The task is: Predict the product of the given reaction. (1) Given the reactants [Br:1][C:2]1[C:3](Cl)=[N:4][C:5]([Cl:8])=[N:6][CH:7]=1.[NH2:10][C:11]1[CH:16]=[CH:15][CH:14]=[CH:13][C:12]=1[C:17](=[O:19])[CH3:18].C(=O)(O)[O-].[Na+], predict the reaction product. The product is: [Br:1][C:2]1[C:3]([NH:10][C:11]2[CH:16]=[CH:15][CH:14]=[CH:13][C:12]=2[C:17](=[O:19])[CH3:18])=[N:4][C:5]([Cl:8])=[N:6][CH:7]=1. (2) Given the reactants [F:1][C:2]1[CH:3]=[N:4][C:5]2[CH:6]=[CH:7][C:8](=[O:27])[N:9]3[CH2:13][CH:12]([CH2:14][N:15]4[CH2:20][CH2:19][C@H:18]([OH:21])[C@H:17]([CH2:22][NH:23]C(=O)[O-])[CH2:16]4)[C:11]=1[C:10]=23.FC(F)(F)C(O)=O, predict the reaction product. The product is: [NH2:23][CH2:22][C@H:17]1[C@@H:18]([OH:21])[CH2:19][CH2:20][N:15]([CH2:14][CH:12]2[C:11]3=[C:2]([F:1])[CH:3]=[N:4][C:5]4[CH:6]=[CH:7][C:8](=[O:27])[N:9]([C:10]=43)[CH2:13]2)[CH2:16]1. (3) Given the reactants [Si:1]([O:8][CH2:9][C:10]([C:12]1[CH:17]=[CH:16][CH:15]=[CH:14][CH:13]=1)=[O:11])([C:4]([CH3:7])([CH3:6])[CH3:5])([CH3:3])[CH3:2].[BH4-].[Na+], predict the reaction product. The product is: [Si:1]([O:8][CH2:9][CH:10]([C:12]1[CH:13]=[CH:14][CH:15]=[CH:16][CH:17]=1)[OH:11])([C:4]([CH3:7])([CH3:6])[CH3:5])([CH3:3])[CH3:2]. (4) Given the reactants [CH3:1][C:2]1([C:6]([OH:8])=O)[CH2:5][CH2:4][CH2:3]1.[CH3:9][C@@H:10]1[C:16]2[CH:17]=[C:18]([C:21]([O:23][CH2:24][CH3:25])=[O:22])[CH:19]=[CH:20][C:15]=2[O:14][CH2:13][CH2:12][NH:11]1.CN(C(ON1N=NC2C=CC=NC1=2)=[N+](C)C)C.F[P-](F)(F)(F)(F)F.CCN(C(C)C)C(C)C, predict the reaction product. The product is: [CH3:9][C@@H:10]1[C:16]2[CH:17]=[C:18]([C:21]([O:23][CH2:24][CH3:25])=[O:22])[CH:19]=[CH:20][C:15]=2[O:14][CH2:13][CH2:12][N:11]1[C:6]([C:2]1([CH3:1])[CH2:3][CH2:4][CH2:5]1)=[O:8]. (5) Given the reactants [Cl:1][C:2]1[CH:7]=[CH:6][C:5]([C:8]2[S:12][C:11]([C:13](N(OC)C)=[O:14])=[C:10]([C:19]3[CH:24]=[CH:23][C:22]([S:25](=[O:32])(=[O:31])[N:26]=CN(C)C)=[CH:21][CH:20]=3)[C:9]=2[N:33]([CH3:35])[CH3:34])=[CH:4][CH:3]=1.[CH2:36]1COC[CH2:37]1, predict the reaction product. The product is: [Cl:1][C:2]1[CH:3]=[CH:4][C:5]([C:8]2[S:12][C:11]([C:13](=[O:14])[CH2:36][CH3:37])=[C:10]([C:19]3[CH:24]=[CH:23][C:22]([S:25]([NH2:26])(=[O:31])=[O:32])=[CH:21][CH:20]=3)[C:9]=2[N:33]([CH3:34])[CH3:35])=[CH:6][CH:7]=1.